Task: Predict the reaction yield, written as a fraction of the theoretical maximum amount of product (1.0 means a 100% yield; for example, 0.34 means a 34% yield).. Dataset: Reaction yield outcomes from USPTO patents with 853,638 reactions (1) The reactants are [O:1]=[S:2]1(=[O:29])[CH2:7][CH2:6][N:5]([C:8]([C:10]2[N:11]([CH:26]([CH3:28])[CH3:27])[C:12]3[C:17]([CH:18]=2)=[CH:16][C:15]([O:19][CH:20]2[CH2:25][CH2:24][NH:23][CH2:22][CH2:21]2)=[CH:14][CH:13]=3)=[O:9])[CH2:4][CH2:3]1.C(O)(=O)C.[CH2:34]1[CH2:37][CH2:36][CH2:35]1.C(O[BH-](OC(=O)C)OC(=O)C)(=O)C.[Na+]. The catalyst is O1CCCC1. The product is [CH:34]1([N:23]2[CH2:24][CH2:25][CH:20]([O:19][C:15]3[CH:16]=[C:17]4[C:12](=[CH:13][CH:14]=3)[N:11]([CH:26]([CH3:27])[CH3:28])[C:10]([C:8]([N:5]3[CH2:6][CH2:7][S:2](=[O:1])(=[O:29])[CH2:3][CH2:4]3)=[O:9])=[CH:18]4)[CH2:21][CH2:22]2)[CH2:37][CH2:36][CH2:35]1. The yield is 0.320. (2) The reactants are [CH3:1][C:2]1[N:3]=[C:4]2[CH:12]=[CH:11][CH:10]=[C:9]3[N:5]2[C:6]=1[C:7](=[O:27])[N:8]3[CH2:13][CH2:14][CH2:15][CH2:16][CH2:17][CH2:18][NH:19][S:20]([C:23]([F:26])([F:25])[F:24])(=[O:22])=[O:21].[ClH:28]. The catalyst is CO. The product is [ClH:28].[CH3:1][C:2]1[N:3]=[C:4]2[CH:12]=[CH:11][CH:10]=[C:9]3[N:5]2[C:6]=1[C:7](=[O:27])[N:8]3[CH2:13][CH2:14][CH2:15][CH2:16][CH2:17][CH2:18][NH:19][S:20]([C:23]([F:25])([F:24])[F:26])(=[O:22])=[O:21]. The yield is 0.839. (3) The reactants are C([O:8][C@@H:9]1[CH2:13][N:12](C(OCC2C=CC=CC=2)=O)[C@H:11]([CH2:24][O:25]CC2C=CC=CC=2)[C@H:10]1[O:33][C@H:34]1[O:87][C@H:86]([CH2:88][O:89]CC2C=CC=CC=2)[C@@H:53]([O:54][C@@H:55]2[O:84][C@H:83]([CH3:85])[C@@H:74]([O:75]CC3C=CC=CC=3)[C@H:65]([O:66]CC3C=CC=CC=3)[C@H:56]2[O:57]CC2C=CC=CC=2)[C@H:44]([O:45]CC2C=CC=CC=2)[C@H:35]1[O:36]CC1C=CC=CC=1)C1C=CC=CC=1. The catalyst is CO.Cl.[OH-].[Pd+2].[OH-].[C]. The product is [C@@H:55]1([O:54][C@@H:53]2[C@@H:86]([CH2:88][OH:89])[O:87][C@H:34]([O:33][C@H:10]3[C@H:9]([OH:8])[CH2:13][NH:12][C@@H:11]3[CH2:24][OH:25])[C@H:35]([OH:36])[C@H:44]2[OH:45])[O:84][C@H:83]([CH3:85])[C@@H:74]([OH:75])[C@H:65]([OH:66])[C@H:56]1[OH:57]. The yield is 0.350.